Dataset: Reaction yield outcomes from USPTO patents with 853,638 reactions. Task: Predict the reaction yield, written as a fraction of the theoretical maximum amount of product (1.0 means a 100% yield; for example, 0.34 means a 34% yield). (1) The reactants are [C:1]([O:5][C:6](=[O:9])[NH:7][NH2:8])([CH3:4])([CH3:3])[CH3:2].CO[CH:12]1[CH2:16][CH2:15][CH:14](OC)O1.Cl.C(=O)(O)[O-].[Na+]. The yield is 0.400. The catalyst is O1CCOCC1.C(OCC)C.CO. The product is [C:1]([O:5][C:6](=[O:9])[NH:7][N:8]1[CH:12]=[CH:16][CH:15]=[CH:14]1)([CH3:4])([CH3:3])[CH3:2]. (2) The reactants are Cl.Cl[C:3]([N:5]1[CH2:10][CH2:9][N:8]([CH3:11])[CH2:7][CH2:6]1)=[O:4].C(N(CC)CC)C.[Cl:19][C:20]1[CH:21]=[CH:22][C:23]([N:26]2[C:34](=[O:35])[C:33]3[C:28](=[N:29][CH:30]=[CH:31][N:32]=3)[CH:27]2[OH:36])=[N:24][CH:25]=1.O. The catalyst is C(OCC)(=O)C.CN(C1C=CN=CC=1)C. The product is [CH3:11][N:8]1[CH2:9][CH2:10][N:5]([C:3]([O:36][CH:27]2[N:26]([C:23]3[CH:22]=[CH:21][C:20]([Cl:19])=[CH:25][N:24]=3)[C:34](=[O:35])[C:33]3[N:32]=[CH:31][CH:30]=[N:29][C:28]2=3)=[O:4])[CH2:6][CH2:7]1. The yield is 0.900. (3) The reactants are [OH:1][C:2]1[C:3]([C:24]([NH:26][CH2:27][C:28]([O:30]CC)=[O:29])=[O:25])=[C:4]2[C:9](=[CH:10][C:11]=1[C:12]1[CH:17]=[CH:16][CH:15]=[CH:14][CH:13]=1)[N:8]=[C:7]([C:18]1[CH:23]=[CH:22][CH:21]=[CH:20][CH:19]=1)[CH:6]=[N:5]2.[OH-].[Na+]. The catalyst is C(O)C. The product is [OH:1][C:2]1[C:3]([C:24]([NH:26][CH2:27][C:28]([OH:30])=[O:29])=[O:25])=[C:4]2[C:9](=[CH:10][C:11]=1[C:12]1[CH:13]=[CH:14][CH:15]=[CH:16][CH:17]=1)[N:8]=[C:7]([C:18]1[CH:23]=[CH:22][CH:21]=[CH:20][CH:19]=1)[CH:6]=[N:5]2. The yield is 0.696. (4) The reactants are [CH:1]([C:3]1[CH:22]=[CH:21][C:6]([CH2:7][N:8]2[CH2:13][CH2:12][CH:11]([N:14]([CH:18]([CH3:20])[CH3:19])[C:15](=[O:17])[CH3:16])[CH2:10][CH2:9]2)=[CH:5][CH:4]=1)=O.OS([O-])=O.[Na+].CC1C=CC(S(O)(=O)=O)=CC=1.[NH2:39][C:40]1[CH:48]=[C:47]([O:49][CH3:50])[CH:46]=[C:45]([O:51][CH3:52])[C:41]=1[C:42]([NH2:44])=[O:43]. The catalyst is CC(N(C)C)=O. The yield is 0.560. The product is [CH3:52][O:51][C:45]1[CH:46]=[C:47]([O:49][CH3:50])[CH:48]=[C:40]2[C:41]=1[C:42](=[O:43])[NH:44][C:1]([C:3]1[CH:4]=[CH:5][C:6]([CH2:7][N:8]3[CH2:13][CH2:12][CH:11]([N:14]([CH:18]([CH3:19])[CH3:20])[C:15](=[O:17])[CH3:16])[CH2:10][CH2:9]3)=[CH:21][CH:22]=1)=[N:39]2. (5) The reactants are Br[C:2]1[C:3]2[N:4]([C:9]([C:12]([NH:14][C:15]3[CH:20]=[CH:19][N:18]=[CH:17][C:16]=3[F:21])=[O:13])=[CH:10][N:11]=2)[N:5]=[C:6](Cl)[CH:7]=1.C1COCC1.[CH:27]1([NH2:31])[CH2:30][CH2:29][CH2:28]1.[NH2:32][C@H:33]1[CH2:38][CH2:37][C@H:36]([OH:39])[CH2:35][CH2:34]1. The catalyst is CO. The product is [CH:27]1([NH:31][C:2]2[C:3]3[N:4]([C:9]([C:12]([NH:14][C:15]4[CH:20]=[CH:19][N:18]=[CH:17][C:16]=4[F:21])=[O:13])=[CH:10][N:11]=3)[N:5]=[C:6]([NH:32][C@H:33]3[CH2:38][CH2:37][C@H:36]([OH:39])[CH2:35][CH2:34]3)[CH:7]=2)[CH2:30][CH2:29][CH2:28]1. The yield is 0.118. (6) The reactants are P(Cl)(Cl)(Cl)=O.[Br:6][C:7]1[CH:15]=[CH:14][CH:13]=[C:12]2[C:8]=1[CH:9]=[C:10]([C:16]([NH2:18])=O)[NH:11]2.C([O-])([O-])=O.[Na+].[Na+]. The catalyst is C1(C)C=CC=CC=1. The product is [Br:6][C:7]1[CH:15]=[CH:14][CH:13]=[C:12]2[C:8]=1[CH:9]=[C:10]([C:16]#[N:18])[NH:11]2. The yield is 0.820. (7) The reactants are [C:1](N1C=CN=C1)(N1C=CN=C1)=[S:2].[NH2:13][C:14]1[CH:19]=[CH:18][C:17]([N:20]=[CH:21][N:22]([CH3:24])[CH3:23])=[C:16]([C:25]#[N:26])[CH:15]=1.[NH2:27][C:28]([CH3:32])([CH3:31])[CH2:29][OH:30]. The catalyst is C1COCC1. The product is [C:25]([C:16]1[CH:15]=[C:14]([NH:13][C:1]([NH:27][C:28]([CH3:32])([CH3:31])[CH2:29][OH:30])=[S:2])[CH:19]=[CH:18][C:17]=1[N:20]=[CH:21][N:22]([CH3:23])[CH3:24])#[N:26]. The yield is 0.340. (8) The reactants are [NH2:1][C:2]1[CH:7]=[CH:6][CH:5]=[C:4]([Br:8])[N:3]=1.[C:9](O[C:9]([O:11][C:12]([CH3:15])([CH3:14])[CH3:13])=[O:10])([O:11][C:12]([CH3:15])([CH3:14])[CH3:13])=[O:10]. The catalyst is CN(C)C1C=CN=CC=1.CC(O)(C)C. The product is [C:12]([O:11][C:9]([N:3]1[C:4]([Br:8])=[CH:5][CH:6]=[CH:7][CH:2]1[NH2:1])=[O:10])([CH3:15])([CH3:14])[CH3:13]. The yield is 0.250.